From a dataset of CYP3A4 inhibition data for predicting drug metabolism from PubChem BioAssay. Regression/Classification. Given a drug SMILES string, predict its absorption, distribution, metabolism, or excretion properties. Task type varies by dataset: regression for continuous measurements (e.g., permeability, clearance, half-life) or binary classification for categorical outcomes (e.g., BBB penetration, CYP inhibition). Dataset: cyp3a4_veith. (1) The molecule is CNc1ncnc2ccc(-c3cccc(NS(C)(=O)=O)c3)cc12. The result is 1 (inhibitor). (2) The drug is COC(=O)N/N=C\C=C\c1ccc2c(c1)OCO2. The result is 0 (non-inhibitor). (3) The molecule is Cc1cnc(CNc2ncnc3ccc(-c4ccccc4C#N)cc23)cn1. The result is 1 (inhibitor). (4) The compound is COC(=O)c1c(-c2cc(OC)c(OC)c(OC)c2)c2ccc(OCc3ccccn3)cc2c(=O)n1-c1ccc(N)cc1. The result is 1 (inhibitor). (5) The molecule is CCCCCn1c(SCc2ccncc2)nc2cc(C(=O)NCc3ccco3)ccc2c1=O. The result is 1 (inhibitor). (6) The compound is CC(C)c1nc2oc3ccccc3c(=O)c2c(=O)n1-c1ccccc1. The result is 0 (non-inhibitor). (7) The drug is COc1cccc(C2=NOC(C(=O)Nc3ccc(OC)c(OC)c3)C2)c1. The result is 1 (inhibitor). (8) The drug is O=C1C[C@H](c2ccccc2)[C@@H](c2ccc(Br)cc2)O1. The result is 0 (non-inhibitor).